Dataset: Full USPTO retrosynthesis dataset with 1.9M reactions from patents (1976-2016). Task: Predict the reactants needed to synthesize the given product. Given the product [NH2:3][C:4]1[N:14]=[CH:13][C:12]([Br:1])=[CH:11][C:5]=1[C:6]([O:8][CH2:9][CH3:10])=[O:7], predict the reactants needed to synthesize it. The reactants are: [Br:1]Br.[NH2:3][C:4]1[N:14]=[CH:13][CH:12]=[CH:11][C:5]=1[C:6]([O:8][CH2:9][CH3:10])=[O:7].C([O-])(O)=O.[Na+].OS([O-])=O.[Na+].